From a dataset of Forward reaction prediction with 1.9M reactions from USPTO patents (1976-2016). Predict the product of the given reaction. (1) Given the reactants [N-:1]=[C:2]=[S:3].[CH3:4][O:5][C:6]1[CH:7]=[CH:8][CH:9]=[CH:10][CH:11]=1.[N+:12]([C:15]1[CH:16]=[C:17]([C:21]([NH:23][NH2:24])=O)[CH:18]=[CH:19][CH:20]=1)([O-:14])=[O:13], predict the reaction product. The product is: [CH3:4][O:5][C:6]1[CH:11]=[C:10]([NH:1][C:2]2[S:3][C:21]([C:17]3[CH:18]=[CH:19][CH:20]=[C:15]([N+:12]([O-:14])=[O:13])[CH:16]=3)=[N:23][N:24]=2)[CH:9]=[CH:8][CH:7]=1. (2) Given the reactants [CH3:1][NH:2][C:3]([C:5]1[NH:6][C:7]2[C:12]([CH:13]=1)=[CH:11][CH:10]=[CH:9][CH:8]=2)=[O:4].C(#N)C.[Cl:17]N1C(=O)CCC1=O, predict the reaction product. The product is: [CH3:1][NH:2][C:3]([C:5]1[NH:6][C:7]2[C:12]([C:13]=1[Cl:17])=[CH:11][CH:10]=[CH:9][CH:8]=2)=[O:4]. (3) Given the reactants [CH:1]1([S:4]([NH:7][C:8]([C@@:10]23[CH2:25][C@H:24]2[CH:23]=[CH:22][CH2:21][CH2:20][CH2:19][CH2:18][CH2:17][C@H:16]([NH:26][C:27](=[O:33])[O:28][C:29]([CH3:32])([CH3:31])[CH3:30])[C:15](=[O:34])[N:14]2[CH2:35][C@H:36]([OH:38])[CH2:37][C@H:13]2[C:12](=[O:39])[NH:11]3)=[O:9])(=[O:6])=[O:5])[CH2:3][CH2:2]1.Cl[C:41]1[N:42]=[C:43]2[C:48](=[C:49]3[C:54]=1[CH:53]=[C:52]([F:55])[CH:51]=[CH:50]3)[CH:47]=[CH:46][CH:45]=[CH:44]2.CC([O-])(CC)C.[Na+].Cl, predict the reaction product. The product is: [CH:1]1([S:4]([NH:7][C:8]([C@@:10]23[CH2:25][C@H:24]2[CH:23]=[CH:22][CH2:21][CH2:20][CH2:19][CH2:18][CH2:17][C@H:16]([NH:26][C:27](=[O:33])[O:28][C:29]([CH3:31])([CH3:32])[CH3:30])[C:15](=[O:34])[N:14]2[CH2:35][C@H:36]([O:38][C:41]4[N:42]=[C:43]5[C:48](=[C:49]6[C:54]=4[CH:53]=[C:52]([F:55])[CH:51]=[CH:50]6)[CH:47]=[CH:46][CH:45]=[CH:44]5)[CH2:37][C@H:13]2[C:12](=[O:39])[NH:11]3)=[O:9])(=[O:6])=[O:5])[CH2:3][CH2:2]1. (4) Given the reactants [Br:1][C:2]1[CH:7]=[CH:6][C:5]([CH2:8][CH2:9][CH2:10][C:11]2[N:15]([C:16]3[CH:21]=[CH:20][CH:19]=[CH:18][C:17]=3[F:22])[C:14](=[O:23])[NH:13][N:12]=2)=[CH:4][CH:3]=1.C(=O)([O-])[O-].[K+].[K+].[F:30][C:31]([F:40])([F:39])[C:32]1[CH:37]=[CH:36][C:35](I)=[CH:34][CH:33]=1.CN[C@@H]1CCCC[C@H]1NC, predict the reaction product. The product is: [Br:1][C:2]1[CH:7]=[CH:6][C:5]([CH2:8][CH2:9][CH2:10][C:11]2[N:15]([C:16]3[CH:21]=[CH:20][CH:19]=[CH:18][C:17]=3[F:22])[C:14](=[O:23])[N:13]([C:35]3[CH:36]=[CH:37][C:32]([C:31]([F:40])([F:39])[F:30])=[CH:33][CH:34]=3)[N:12]=2)=[CH:4][CH:3]=1. (5) Given the reactants [CH3:1][C:2]1([CH3:11])[O:6][C@H:5]([C:7](Cl)=[O:8])[C@@H:4]([CH3:10])[O:3]1.[CH2:12]([NH2:19])[C:13]1[CH:18]=[CH:17][CH:16]=[CH:15][CH:14]=1, predict the reaction product. The product is: [CH2:12]([NH:19][C:7]([C@@H:5]1[C@@H:4]([CH3:10])[O:3][C:2]([CH3:11])([CH3:1])[O:6]1)=[O:8])[C:13]1[CH:18]=[CH:17][CH:16]=[CH:15][CH:14]=1. (6) Given the reactants [OH:1][C:2]1[CH:3]=[C:4]([CH:9]=[C:10]([O:12][C@@H:13]([CH3:16])[CH2:14][OH:15])[CH:11]=1)[C:5]([O:7]C)=[O:6].[N:17]1([C:21]([C:23]2[CH:28]=[CH:27][C:26](Br)=[CH:25][N:24]=2)=[O:22])[CH2:20][CH2:19][CH2:18]1, predict the reaction product. The product is: [N:17]1([C:21]([C:23]2[N:24]=[CH:25][C:26]([O:1][C:2]3[CH:3]=[C:4]([CH:9]=[C:10]([O:12][C@@H:13]([CH3:16])[CH2:14][OH:15])[CH:11]=3)[C:5]([OH:7])=[O:6])=[CH:27][CH:28]=2)=[O:22])[CH2:20][CH2:19][CH2:18]1.